From a dataset of Catalyst prediction with 721,799 reactions and 888 catalyst types from USPTO. Predict which catalyst facilitates the given reaction. (1) Reactant: [F:1][C@H:2]1[CH2:19][C@@:17]2([CH3:18])[C@@H:13]([CH2:14][CH2:15][C:16]2=[O:20])[C@H:12]2[C@H:3]1[C:4]1[CH:5]=[CH:6][C:7]([OH:42])=[CH:8][C:9]=1[CH2:10][C@H:11]2[CH2:21][CH2:22][CH2:23][CH2:24][CH2:25][N:26]([CH3:41])[CH2:27][CH:28]=[C:29]([F:40])[C:30]([F:39])([F:38])[C:31]([F:37])([F:36])[C:32]([F:35])([F:34])[F:33].[BH4-].[Na+]. Product: [F:1][C@H:2]1[CH2:19][C@@:17]2([CH3:18])[C@@H:13]([CH2:14][CH2:15][C@@H:16]2[OH:20])[C@H:12]2[C@H:3]1[C:4]1[CH:5]=[CH:6][C:7]([OH:42])=[CH:8][C:9]=1[CH2:10][C@H:11]2[CH2:21][CH2:22][CH2:23][CH2:24][CH2:25][N:26]([CH3:41])[CH2:27][CH:28]=[C:29]([F:40])[C:30]([F:38])([F:39])[C:31]([F:36])([F:37])[C:32]([F:33])([F:34])[F:35]. The catalyst class is: 5. (2) Reactant: [OH-].[Na+].[Cl:3][C:4]1[CH:13]=[CH:12][CH:11]=[C:10]([CH:14]2[CH2:16][CH2:15]2)[C:5]=1[C:6]([O:8]C)=[O:7].Cl. The catalyst class is: 88. Product: [Cl:3][C:4]1[CH:13]=[CH:12][CH:11]=[C:10]([CH:14]2[CH2:15][CH2:16]2)[C:5]=1[C:6]([OH:8])=[O:7].